The task is: Predict the product of the given reaction.. This data is from Forward reaction prediction with 1.9M reactions from USPTO patents (1976-2016). (1) Given the reactants [C:1](=O)([O-])[O-].[Na+].[Na+].[CH3:7][C:8]1[N:9]=[C:10]([NH:13][C:14]([C:16]2[C:21]([NH2:22])=[CH:20][CH:19]=[C:18](CO)[N:17]=2)=[O:15])[S:11][CH:12]=1.NC1SC=C(C)N=1.[C:32]([Si:36](C)(C)Cl)([CH3:35])([CH3:34])[CH3:33].N1C=CN=C1.F[C:46](F)(F)[C:47]([OH:49])=O, predict the reaction product. The product is: [CH3:7][C:8]1[N:9]=[C:10]([NH:13][C:14]([C:16]2[C:21]([NH2:22])=[CH:20][CH:19]=[C:18]([C:47]([CH3:46])([CH3:1])[O:49][SiH2:36][C:32]([CH3:35])([CH3:34])[CH3:33])[N:17]=2)=[O:15])[S:11][CH:12]=1. (2) Given the reactants [CH3:1][C:2]1[C:9]([CH3:10])=[C:8]([OH:11])[CH:7]=[CH:6][C:3]=1[CH:4]=[O:5].CCN(CC)CC.[CH2:19]([S:21](Cl)(=[O:23])=[O:22])[CH3:20], predict the reaction product. The product is: [CH3:1][C:2]1[C:9]([CH3:10])=[C:8]([O:11][S:21]([CH2:19][CH3:20])(=[O:23])=[O:22])[CH:7]=[CH:6][C:3]=1[CH:4]=[O:5]. (3) Given the reactants [F:1][C:2]([F:18])([F:17])[CH2:3][NH:4][C:5]1[CH:12]=[CH:11][C:8]([C:9]#[N:10])=[C:7]([C:13]([F:16])([F:15])[F:14])[CH:6]=1.Br[CH2:20][C:21]([CH3:23])=[CH2:22], predict the reaction product. The product is: [CH3:22][C:21](=[CH2:20])[CH2:23][N:4]([CH2:3][C:2]([F:17])([F:18])[F:1])[C:5]1[CH:12]=[CH:11][C:8]([C:9]#[N:10])=[C:7]([C:13]([F:16])([F:14])[F:15])[CH:6]=1. (4) The product is: [C:2]([CH:3]1[O:10][CH2:9][C:8]([CH3:13])([CH3:11])[CH2:7][O:4]1)([OH:6])=[O:5]. Given the reactants O.[C:2]([OH:6])(=[O:5])[CH:3]=[O:4].[CH3:7][C:8]([CH3:13])([CH2:11]O)[CH2:9][OH:10], predict the reaction product. (5) The product is: [Na+:45].[CH3:1][O:2][C:3]1[CH:8]=[C:7]([CH3:9])[C:6](/[N:10]=[C:11](/[NH:17]/[N:18]=[CH:19]/[C:20]2[CH:25]=[CH:24][C:23]([C:26]3[N:30]=[CH:29][N:28]([C:31]4[CH:32]=[CH:33][C:34]([O:37][C:38]([F:40])([F:41])[F:39])=[CH:35][CH:36]=4)[N:27]=3)=[CH:22][CH:21]=2)\[S:12][CH2:13][C:14]([O-:16])=[O:15])=[C:5]([CH3:42])[CH:4]=1. Given the reactants [CH3:1][O:2][C:3]1[CH:8]=[C:7]([CH3:9])[C:6](/[N:10]=[C:11](/[NH:17]/[N:18]=[CH:19]/[C:20]2[CH:25]=[CH:24][C:23]([C:26]3[N:30]=[CH:29][N:28]([C:31]4[CH:36]=[CH:35][C:34]([O:37][C:38]([F:41])([F:40])[F:39])=[CH:33][CH:32]=4)[N:27]=3)=[CH:22][CH:21]=2)\[S:12][CH2:13][C:14]([OH:16])=[O:15])=[C:5]([CH3:42])[CH:4]=1.C[O-].[Na+:45], predict the reaction product. (6) Given the reactants [Cl:1][C:2]1[C:3]([C:28]2[CH:29]=[N:30][N:31]3[CH:36]=[CH:35][CH:34]=[CH:33][C:32]=23)=[N:4][C:5]([NH:8][C:9]2[CH:14]=[C:13]([N+:15]([O-])=O)[C:12]([N:18]3[CH2:22][CH2:21][C@@H:20]([N:23]([CH3:25])[CH3:24])[CH2:19]3)=[CH:11][C:10]=2[O:26][CH3:27])=[N:6][CH:7]=1.[NH4+].[Cl-].O, predict the reaction product. The product is: [Cl:1][C:2]1[C:3]([C:28]2[CH:29]=[N:30][N:31]3[CH:36]=[CH:35][CH:34]=[CH:33][C:32]=23)=[N:4][C:5]([NH:8][C:9]2[C:10]([O:26][CH3:27])=[CH:11][C:12]([N:18]3[CH2:22][CH2:21][C@@H:20]([N:23]([CH3:25])[CH3:24])[CH2:19]3)=[C:13]([NH2:15])[CH:14]=2)=[N:6][CH:7]=1. (7) Given the reactants [CH2:1]=[CH:2][CH2:3][C@H:4]([NH2:8])[C:5]([OH:7])=[O:6].[C:9](O[C:9]([O:11][C:12]([CH3:15])([CH3:14])[CH3:13])=[O:10])([O:11][C:12]([CH3:15])([CH3:14])[CH3:13])=[O:10].C(=O)(O)[O-].[Na+].Cl, predict the reaction product. The product is: [C:12]([O:11][C:9]([NH:8][C@@H:4]([CH2:3][CH:2]=[CH2:1])[C:5]([OH:7])=[O:6])=[O:10])([CH3:15])([CH3:14])[CH3:13].